Task: Predict the reaction yield, written as a fraction of the theoretical maximum amount of product (1.0 means a 100% yield; for example, 0.34 means a 34% yield).. Dataset: Reaction yield outcomes from USPTO patents with 853,638 reactions (1) The reactants are ClCC([N:5]1[C:13]2[C:8](=[CH:9][CH:10]=[C:11]([Cl:14])[CH:12]=2)[C:7]([CH3:16])([CH3:15])[CH2:6]1)=O.[Cl:17][C:18]1[CH:19]=[C:20]([NH:24]N)[CH:21]=[CH:22][CH:23]=1. The product is [Cl:14][C:11]1[CH:12]=[C:13]2[C:8]([C:7]([CH3:16])([CH3:15])[CH2:6][NH:5]2)=[CH:9][CH:10]=1.[Cl:17][C:18]1[CH:23]=[CH:22][CH:21]=[C:20]2[C:19]=1[C:7]([CH3:15])([CH3:8])[CH2:6][NH:24]2. No catalyst specified. The yield is 0.0400. (2) The reactants are [I:1][C:2]1[CH:3]=[C:4]2[C:8](=[CH:9][CH:10]=1)[NH:7][N:6]=[C:5]2[C:11]([N:13]([O:15][CH3:16])[CH3:14])=[O:12].[O:17]1[CH:22]=[CH:21][CH2:20][CH2:19][CH2:18]1.C([O-])(O)=O.[Na+]. The catalyst is C(Cl)Cl.CC1C=CC(S([O-])(=O)=O)=CC=1.C1C=C[NH+]=CC=1. The product is [I:1][C:2]1[CH:3]=[C:4]2[C:8](=[CH:9][CH:10]=1)[N:7]([CH:18]1[CH2:19][CH2:20][CH2:21][CH2:22][O:17]1)[N:6]=[C:5]2[C:11]([N:13]([O:15][CH3:16])[CH3:14])=[O:12]. The yield is 0.920.